The task is: Predict which catalyst facilitates the given reaction.. This data is from Catalyst prediction with 721,799 reactions and 888 catalyst types from USPTO. Reactant: Cl[C:2]1[CH:11]=[CH:10][CH:9]=[C:8]2[C:3]=1[CH:4]=[CH:5][C:6]([C:12]1[CH:17]=[C:16]([CH3:18])[CH:15]=[C:14]([CH3:19])[CH:13]=1)=[N:7]2.[CH2:20](B(O)O)[CH:21]([CH3:23])[CH3:22].C1(P(C2CCCCC2)C2C=CC=CC=2C2C(OC)=CC=CC=2OC)CCCCC1.O.P([O-])([O-])([O-])=O.[K+].[K+].[K+]. Product: [CH3:19][C:14]1[CH:13]=[C:12]([C:6]2[CH:5]=[CH:4][C:3]3[C:8](=[CH:9][CH:10]=[CH:11][C:2]=3[CH2:20][CH:21]([CH3:23])[CH3:22])[N:7]=2)[CH:17]=[C:16]([CH3:18])[CH:15]=1. The catalyst class is: 11.